From a dataset of Reaction yield outcomes from USPTO patents with 853,638 reactions. Predict the reaction yield, written as a fraction of the theoretical maximum amount of product (1.0 means a 100% yield; for example, 0.34 means a 34% yield). (1) The reactants are [CH:1]1([CH2:7][C@@H:8]([N:12]2[CH2:20][C:19]3[C:14](=[CH:15][CH:16]=[CH:17][CH:18]=3)[C:13]2=[O:21])[C:9]([OH:11])=O)[CH2:6][CH2:5][CH2:4][CH2:3][CH2:2]1.F[P-](F)(F)(F)(F)F.N1(OC(N(C)C)=[N+](C)C)C2C=CC=CC=2N=N1.[NH2:46][C:47]1[S:48][CH:49]=[CH:50][N:51]=1.C(N(CC)C(C)C)(C)C. The catalyst is C(Cl)Cl. The product is [CH:1]1([CH2:7][C@@H:8]([N:12]2[CH2:20][C:19]3[C:14](=[CH:15][CH:16]=[CH:17][CH:18]=3)[C:13]2=[O:21])[C:9]([NH:46][C:47]2[S:48][CH:49]=[CH:50][N:51]=2)=[O:11])[CH2:6][CH2:5][CH2:4][CH2:3][CH2:2]1. The yield is 0.810. (2) The catalyst is C(O)C. The yield is 0.380. The product is [SH:11][C:2]1[N:1]=[C:10]([N:15]2[CH2:19][CH2:18][CH2:17][CH2:16]2)[C:5]2[CH2:6][O:7][CH2:8][CH2:9][C:4]=2[C:3]=1[C:13]#[N:14]. The reactants are [NH2:1][C:2]1[S:11][C:10](=S)[C:5]2[CH2:6][O:7][CH2:8][CH2:9][C:4]=2[C:3]=1[C:13]#[N:14].[NH:15]1[CH2:19][CH2:18][CH2:17][CH2:16]1. (3) The reactants are [Cl-].O[NH3+:3].[C:4](=[O:7])([O-])[OH:5].[Na+].CS(C)=O.[CH3:13][C:14]1[CH:19]=[C:18]([CH3:20])[N:17]=[CH:16][C:15]=1[O:21][C:22]1[C:27](=[O:28])[N:26]([CH2:29][C:30]2[CH:35]=[CH:34][C:33]([C:36]3[C:37]([C:42]#[N:43])=[CH:38][CH:39]=[CH:40][CH:41]=3)=[CH:32][CH:31]=2)[C:25]([CH2:44][CH2:45][CH3:46])=[N:24][C:23]=1[CH2:47][CH3:48]. The catalyst is C(OCC)(=O)C. The product is [CH3:13][C:14]1[CH:19]=[C:18]([CH3:20])[N:17]=[CH:16][C:15]=1[O:21][C:22]1[C:27](=[O:28])[N:26]([CH2:29][C:30]2[CH:35]=[CH:34][C:33]([C:36]3[CH:41]=[CH:40][CH:39]=[CH:38][C:37]=3[C:42]3[NH:3][C:4](=[O:7])[O:5][N:43]=3)=[CH:32][CH:31]=2)[C:25]([CH2:44][CH2:45][CH3:46])=[N:24][C:23]=1[CH2:47][CH3:48]. The yield is 0.600. (4) The reactants are [C:1]([C:3]1[CH:4]=[C:5]([CH:7]=[CH:8][CH:9]=1)[NH2:6])#[CH:2].Br.Br[CH:12]([C:14]1[CH:15]=[C:16]([C:31]([N:33]([CH3:35])[CH3:34])=[O:32])[CH:17]=[C:18]2[C:23]=1[O:22][C:21]([N:24]1[CH2:29][CH2:28][O:27][CH2:26][CH2:25]1)=[CH:20][C:19]2=[O:30])[CH3:13]. No catalyst specified. The product is [C:1]([C:3]1[CH:4]=[C:5]([NH:6][CH:12]([C:14]2[CH:15]=[C:16]([C:31]([N:33]([CH3:35])[CH3:34])=[O:32])[CH:17]=[C:18]3[C:23]=2[O:22][C:21]([N:24]2[CH2:29][CH2:28][O:27][CH2:26][CH2:25]2)=[CH:20][C:19]3=[O:30])[CH3:13])[CH:7]=[CH:8][CH:9]=1)#[CH:2]. The yield is 0.640. (5) The reactants are [O:1]1[CH2:5][CH2:4][O:3][CH:2]1[C:6]1[C:11]([CH3:12])=[CH:10][C:9]([NH2:13])=[C:8]([CH3:14])[CH:7]=1.ClCCl.C(N(C(C)C)CC)(C)C.[C:27](Cl)(=[O:30])[CH:28]=[CH2:29]. The catalyst is O. The product is [O:1]1[CH2:5][CH2:4][O:3][CH:2]1[C:6]1[C:11]([CH3:12])=[CH:10][C:9]([NH:13][C:27](=[O:30])[CH:28]=[CH2:29])=[C:8]([CH3:14])[CH:7]=1. The yield is 0.970.